From a dataset of Retrosynthesis with 50K atom-mapped reactions and 10 reaction types from USPTO. Predict the reactants needed to synthesize the given product. (1) Given the product CN(Cc1ccc([N+](=O)[O-])cc1)c1ccc2c(c1)N(S(C)(=O)=O)CC2CCl, predict the reactants needed to synthesize it. The reactants are: C=O.CS(=O)(=O)N1CC(CCl)c2ccc(NCc3ccc([N+](=O)[O-])cc3)cc21. (2) Given the product CC1(C)OC[C@@H](Cn2ccc(NC(=O)C(CC3(F)CCCC3)N3CC(Oc4c(F)cccc4F)=CC3=O)n2)O1, predict the reactants needed to synthesize it. The reactants are: CC1(C)OC[C@@H](Cn2ccc(N)n2)O1.O=C(O)C(CC1(F)CCCC1)N1CC(Oc2c(F)cccc2F)=CC1=O. (3) Given the product CCc1ccc(C(=O)c2ccc(OCc3ccccc3)nc2)cc1, predict the reactants needed to synthesize it. The reactants are: CCc1ccc(C(=O)c2ccc(Cl)nc2)cc1.OCc1ccccc1.